Dataset: Peptide-MHC class I binding affinity with 185,985 pairs from IEDB/IMGT. Task: Regression. Given a peptide amino acid sequence and an MHC pseudo amino acid sequence, predict their binding affinity value. This is MHC class I binding data. The peptide sequence is FLGKIWSS. The MHC is HLA-A02:06 with pseudo-sequence HLA-A02:06. The binding affinity (normalized) is 1.00.